This data is from Catalyst prediction with 721,799 reactions and 888 catalyst types from USPTO. The task is: Predict which catalyst facilitates the given reaction. Reactant: Cl[C:2]1[N:10]=[C:9]([F:11])[N:8]=[C:7]2[C:3]=1[NH:4][CH:5]=[N:6]2.CCN(C(C)C)C(C)C.[CH3:21][C:22]1[CH:27]=[C:26]([CH3:28])[N:25]=[CH:24][C:23]=1[CH2:29][NH2:30]. Product: [CH3:21][C:22]1[CH:27]=[C:26]([CH3:28])[N:25]=[CH:24][C:23]=1[CH2:29][NH:30][C:2]1[N:10]=[C:9]([F:11])[N:8]=[C:7]2[C:3]=1[N:4]=[CH:5][NH:6]2. The catalyst class is: 114.